From a dataset of Peptide-MHC class II binding affinity with 134,281 pairs from IEDB. Regression. Given a peptide amino acid sequence and an MHC pseudo amino acid sequence, predict their binding affinity value. This is MHC class II binding data. (1) The peptide sequence is CGGTGKNTIVIPKGD. The MHC is DRB1_1101 with pseudo-sequence DRB1_1101. The binding affinity (normalized) is 0.144. (2) The peptide sequence is QAYAATVAAAPQVKY. The MHC is DRB1_0101 with pseudo-sequence DRB1_0101. The binding affinity (normalized) is 0.711. (3) The MHC is HLA-DQA10301-DQB10302 with pseudo-sequence HLA-DQA10301-DQB10302. The peptide sequence is FIADPASRFYNLVLA. The binding affinity (normalized) is 0.216. (4) The peptide sequence is AAFNNAIKAGTGGAY. The MHC is DRB4_0101 with pseudo-sequence DRB4_0103. The binding affinity (normalized) is 0.125. (5) The peptide sequence is KKGAGGITIKKTGQA. The binding affinity (normalized) is 0. The MHC is HLA-DPA10103-DPB10301 with pseudo-sequence HLA-DPA10103-DPB10301.